The task is: Predict the reactants needed to synthesize the given product.. This data is from Full USPTO retrosynthesis dataset with 1.9M reactions from patents (1976-2016). (1) Given the product [F:1][C:2]1[CH:11]=[CH:10][C:9]2[O:8][CH2:7][C:6]3[C:12]([C:13]([O:15][CH2:16][CH3:17])=[O:14])=[N:22][N:21]([CH3:20])[C:5]=3[C:4]=2[CH:3]=1, predict the reactants needed to synthesize it. The reactants are: [F:1][C:2]1[CH:3]=[C:4]2[C:9](=[CH:10][CH:11]=1)[O:8][CH2:7][CH:6]([C:12](=O)[C:13]([O:15][CH2:16][CH3:17])=[O:14])[C:5]2=O.[CH3:20][NH:21][NH2:22]. (2) Given the product [CH3:31][O:32][C:33](=[O:42])[CH:34]([P:36]([O:38][CH3:39])([O:40][CH3:41])=[O:37])[NH:35][C:13](=[O:15])[C:12]1[CH:16]=[CH:17][C:18]([CH:20]([OH:30])[CH:21]=[CH:22][C:23]2[CH:28]=[CH:27][CH:26]=[C:25]([OH:29])[CH:24]=2)=[CH:19][C:11]=1[Cl:10], predict the reactants needed to synthesize it. The reactants are: C(N(C(C)C)CC)(C)C.[Cl:10][C:11]1[CH:19]=[C:18]([CH:20]([OH:30])[CH:21]=[CH:22][C:23]2[CH:28]=[CH:27][CH:26]=[C:25]([OH:29])[CH:24]=2)[CH:17]=[CH:16][C:12]=1[C:13]([OH:15])=O.[CH3:31][O:32][C:33](=[O:42])[CH:34]([P:36]([O:40][CH3:41])([O:38][CH3:39])=[O:37])[NH2:35].COC(=O)C(P(OC)(OC)=O)NC(OCC1C=CC=CC=1)=O.F[P-](F)(F)(F)(F)F.N1(OC(N(C)C)=[N+](C)C)C2C=CC=CC=2N=N1.